Task: Regression. Given a peptide amino acid sequence and an MHC pseudo amino acid sequence, predict their binding affinity value. This is MHC class I binding data.. Dataset: Peptide-MHC class I binding affinity with 185,985 pairs from IEDB/IMGT The peptide sequence is LVDKEDTDI. The MHC is HLA-A02:02 with pseudo-sequence HLA-A02:02. The binding affinity (normalized) is 0.00261.